This data is from Full USPTO retrosynthesis dataset with 1.9M reactions from patents (1976-2016). The task is: Predict the reactants needed to synthesize the given product. Given the product [C:23]([NH:27][C:20]([C:10]1[CH:9]=[C:8]([C:5]2[CH:4]=[N:3][C:2]([CH3:1])=[CH:7][N:6]=2)[N:12]([C:13]2[CH:14]=[N:15][C:16]([CH3:19])=[CH:17][CH:18]=2)[N:11]=1)=[O:22])([CH3:26])([CH3:25])[CH3:24], predict the reactants needed to synthesize it. The reactants are: [CH3:1][C:2]1[N:3]=[CH:4][C:5]([C:8]2[N:12]([C:13]3[CH:14]=[N:15][C:16]([CH3:19])=[CH:17][CH:18]=3)[N:11]=[C:10]([C:20]([OH:22])=O)[CH:9]=2)=[N:6][CH:7]=1.[C:23]([NH2:27])([CH3:26])([CH3:25])[CH3:24].